Dataset: Full USPTO retrosynthesis dataset with 1.9M reactions from patents (1976-2016). Task: Predict the reactants needed to synthesize the given product. (1) The reactants are: O.C1(C)C=CC(S(O)(=O)=O)=CC=1.[C:13]([O:17][C:18]([C@@:20]1([NH:30]C(OC(C)(C)C)=O)[C@@H:22]([C:23]2[CH:28]=[CH:27][CH:26]=[CH:25][CH:24]=2)[C@H:21]1[CH3:29])=[O:19])([CH3:16])([CH3:15])[CH3:14].[OH-].[Na+]. Given the product [C:13]([O:17][C:18]([C@@:20]1([NH2:30])[C@@H:22]([C:23]2[CH:24]=[CH:25][CH:26]=[CH:27][CH:28]=2)[C@H:21]1[CH3:29])=[O:19])([CH3:16])([CH3:14])[CH3:15], predict the reactants needed to synthesize it. (2) Given the product [CH3:17][C:3]1[CH:4]=[C:5]([C:9]2[CH:14]=[N:13][N:12]([CH3:15])[C:11](=[O:16])[CH:10]=2)[CH:6]=[C:7]([CH3:8])[C:2]=1[C:22]1[CH:21]=[CH:20][C:19]([F:18])=[C:27]2[C:23]=1[CH2:24][CH2:25][C@H:26]2[O:28][C:29]1[CH:42]=[CH:41][C:32]2[C@H:33]([CH2:36][C:37]([O:39][CH3:40])=[O:38])[CH2:34][O:35][C:31]=2[CH:30]=1, predict the reactants needed to synthesize it. The reactants are: I[C:2]1[C:7]([CH3:8])=[CH:6][C:5]([C:9]2[CH:14]=[N:13][N:12]([CH3:15])[C:11](=[O:16])[CH:10]=2)=[CH:4][C:3]=1[CH3:17].[F:18][C:19]1[CH:20]=[CH:21][C:22](B2OC(C)(C)C(C)(C)O2)=[C:23]2[C:27]=1[C@H:26]([O:28][C:29]1[CH:42]=[CH:41][C:32]3[C@H:33]([CH2:36][C:37]([O:39][CH3:40])=[O:38])[CH2:34][O:35][C:31]=3[CH:30]=1)[CH2:25][CH2:24]2.BrC1C=CC(F)=C2C=1CC[C@H]2OC1C=CC2[C@H](CC(OC)=O)COC=2C=1.